This data is from Reaction yield outcomes from USPTO patents with 853,638 reactions. The task is: Predict the reaction yield, written as a fraction of the theoretical maximum amount of product (1.0 means a 100% yield; for example, 0.34 means a 34% yield). (1) The reactants are [NH2:1][C:2]1[CH:3]=[CH:4][C:5]([O:18][CH3:19])=[C:6]([NH:8][C:9](=[O:17])[CH2:10][N:11]2[CH2:16][CH2:15][O:14][CH2:13][CH2:12]2)[CH:7]=1.[Br:20][C:21]1[S:25][C:24]([C:26](O)=[O:27])=[CH:23][CH:22]=1.C(N(C(C)C)CC)(C)C.O. The catalyst is CN(C=O)C. The product is [Br:20][C:21]1[S:25][C:24]([C:26]([NH:1][C:2]2[CH:3]=[CH:4][C:5]([O:18][CH3:19])=[C:6]([NH:8][C:9](=[O:17])[CH2:10][N:11]3[CH2:16][CH2:15][O:14][CH2:13][CH2:12]3)[CH:7]=2)=[O:27])=[CH:23][CH:22]=1. The yield is 0.350. (2) The reactants are [F:1][C:2]([F:18])([F:17])[CH2:3][C:4]([NH:6][C:7]1[CH:12]=[CH:11][C:10]([O:13][CH3:14])=[CH:9][C:8]=1[CH:15]=O)=[O:5].C([O-])([O-])=O.[K+].[K+]. The catalyst is CN(C=O)C.CCOC(C)=O. The product is [CH3:14][O:13][C:10]1[CH:9]=[C:8]2[C:7](=[CH:12][CH:11]=1)[NH:6][C:4](=[O:5])[C:3]([C:2]([F:18])([F:17])[F:1])=[CH:15]2. The yield is 0.940. (3) The reactants are [CH2:1]([O:8][CH2:9][C:10]1([C:22]([O:24]C)=[O:23])[CH2:14][CH2:13][CH2:12][N:11]1[C:15]([O:17][C:18]([CH3:21])([CH3:20])[CH3:19])=[O:16])[C:2]1[CH:7]=[CH:6][CH:5]=[CH:4][CH:3]=1.[OH-].[Na+]. The catalyst is CO. The product is [CH2:1]([O:8][CH2:9][C:10]1([C:22]([OH:24])=[O:23])[CH2:14][CH2:13][CH2:12][N:11]1[C:15]([O:17][C:18]([CH3:19])([CH3:20])[CH3:21])=[O:16])[C:2]1[CH:3]=[CH:4][CH:5]=[CH:6][CH:7]=1. The yield is 0.868. (4) The reactants are [F:1][C:2]1[CH:7]=[C:6]([I:8])[CH:5]=[C:4]([F:9])[C:3]=1[C@@H:10]1[C:15]2[NH:16][C:17]3[C:22]([C:14]=2[CH2:13][C@@H:12]([CH3:23])[NH:11]1)=[CH:21][CH:20]=[CH:19][CH:18]=3.[F:24][C:25]([CH3:30])([CH3:29])[C:26](Cl)=[O:27].C(Cl)(=O)C(Cl)=O.C(=O)(O)[O-].[Na+].CCN(C(C)C)C(C)C. The catalyst is C(Cl)(Cl)Cl. The product is [F:9][C:4]1[CH:5]=[C:6]([I:8])[CH:7]=[C:2]([F:1])[C:3]=1[C@@H:10]1[C:15]2[NH:16][C:17]3[C:22]([C:14]=2[CH2:13][C@@H:12]([CH3:23])[N:11]1[C:26](=[O:27])[C:25]([F:24])([CH3:30])[CH3:29])=[CH:21][CH:20]=[CH:19][CH:18]=3. The yield is 0.790. (5) The catalyst is C(Cl)Cl. The reactants are [CH2:1]([C:3]1[CH:8]=[C:7]([O:9][CH3:10])[C:6]([F:11])=[CH:5][C:4]=1[C:12]1[CH:20]=[C:19]2[C:15]([C:16]([I:21])=[N:17][NH:18]2)=[CH:14][CH:13]=1)[CH3:2].CC1C=CC(S(O)(=O)=O)=CC=1.[O:33]1[CH:38]=[CH:37][CH2:36][CH2:35][CH2:34]1. The product is [CH2:1]([C:3]1[CH:8]=[C:7]([O:9][CH3:10])[C:6]([F:11])=[CH:5][C:4]=1[C:12]1[CH:20]=[C:19]2[C:15]([C:16]([I:21])=[N:17][N:18]2[CH:34]2[CH2:35][CH2:36][CH2:37][CH2:38][O:33]2)=[CH:14][CH:13]=1)[CH3:2]. The yield is 0.890.